From a dataset of Catalyst prediction with 721,799 reactions and 888 catalyst types from USPTO. Predict which catalyst facilitates the given reaction. (1) Reactant: [Cl:1][CH2:2][C:3](Cl)=[O:4].[NH2:6][C:7]1[CH:12]=[C:11]([O:13][CH2:14][C:15]2[CH:20]=[CH:19][CH:18]=[CH:17][CH:16]=2)[CH:10]=[CH:9][C:8]=1[S:21]([NH:24][C:25]1[CH:26]=[CH:27][C:28]2[CH2:32][O:31][B:30]([OH:33])[C:29]=2[CH:34]=1)(=[O:23])=[O:22]. Product: [CH2:14]([O:13][C:11]1[CH:10]=[CH:9][C:8]([S:21](=[O:23])(=[O:22])[NH:24][C:25]2[CH:26]=[CH:27][C:28]3[CH2:32][O:31][B:30]([OH:33])[C:29]=3[CH:34]=2)=[C:7]([NH:6][C:3](=[O:4])[CH2:2][Cl:1])[CH:12]=1)[C:15]1[CH:16]=[CH:17][CH:18]=[CH:19][CH:20]=1. The catalyst class is: 2. (2) Reactant: [CH2:1]([O:8][N:9]1[C:15](=[O:16])[N:14]2[CH2:17][C@H:10]1[CH2:11][CH2:12][C@H:13]2[C:18]([OH:20])=O)[C:2]1[CH:7]=[CH:6][CH:5]=[CH:4][CH:3]=1.[NH2:21][O:22][CH:23]1[CH2:28][CH2:27][N:26]([C:29]([O:31][C:32]([CH3:35])([CH3:34])[CH3:33])=[O:30])[CH2:25][CH2:24]1.ON1C2C=CC=CC=2N=N1.Cl.C(N=C=NCCCN(C)C)C. Product: [CH2:1]([O:8][N:9]1[C:15](=[O:16])[N:14]2[CH2:17][C@H:10]1[CH2:11][CH2:12][C@H:13]2[C:18]([NH:21][O:22][CH:23]1[CH2:24][CH2:25][N:26]([C:29]([O:31][C:32]([CH3:35])([CH3:34])[CH3:33])=[O:30])[CH2:27][CH2:28]1)=[O:20])[C:2]1[CH:3]=[CH:4][CH:5]=[CH:6][CH:7]=1. The catalyst class is: 2.